Dataset: Catalyst prediction with 721,799 reactions and 888 catalyst types from USPTO. Task: Predict which catalyst facilitates the given reaction. (1) Reactant: [OH:1][CH:2]1[CH2:7][N:6]([C:8]([O:10][CH2:11][CH:12]=[CH2:13])=[O:9])[C@@H:5]([CH2:14][O:15][CH2:16][O:17][CH3:18])[CH2:4][CH:3]1[C:19]([O:21][C:22]([CH3:25])([CH3:24])[CH3:23])=[O:20].[CH3:26][S:27](Cl)(=[O:29])=[O:28].C(N(CC)CC)C.Cl.C1CCN2C(=NCCC2)CC1. Product: [CH3:18][O:17][CH2:16][O:15][CH2:14][C@H:5]1[CH2:4][CH:3]([C:19]([O:21][C:22]([CH3:25])([CH3:24])[CH3:23])=[O:20])[CH:2]([O:1][S:27]([CH3:26])(=[O:29])=[O:28])[CH2:7][N:6]1[C:8]([O:10][CH2:11][CH:12]=[CH2:13])=[O:9].[CH3:18][O:17][CH2:16][O:15][CH2:14][C@H:5]1[CH2:4][C:3]([C:19]([O:21][C:22]([CH3:25])([CH3:24])[CH3:23])=[O:20])=[CH:2][CH2:7][N:6]1[C:8]([O:10][CH2:11][CH:12]=[CH2:13])=[O:9]. The catalyst class is: 112. (2) Reactant: [F:1][C:2]1[CH:7]=[CH:6][C:5]([C:8]2[C:13]([C:14]3[CH:19]=[CH:18][N:17]=[CH:16][CH:15]=3)=[C:12]([C:20]3[CH:25]=[CH:24][C:23]([F:26])=[CH:22][CH:21]=3)[N:11]=[C:10]3[NH:27][N:28]=[CH:29][C:9]=23)=[CH:4][CH:3]=1.[OH-].[K+].O.[CH3:33][CH2:34]OC(C)=O. Product: [CH2:33]([N:28]1[CH:29]=[C:9]2[C:10]([N:11]=[C:12]([C:20]3[CH:25]=[CH:24][C:23]([F:26])=[CH:22][CH:21]=3)[C:13]([C:14]3[CH:15]=[CH:16][N:17]=[CH:18][CH:19]=3)=[C:8]2[C:5]2[CH:6]=[CH:7][C:2]([F:1])=[CH:3][CH:4]=2)=[N:27]1)[CH3:34].[CH2:33]([N:27]1[C:10]2=[N:11][C:12]([C:20]3[CH:25]=[CH:24][C:23]([F:26])=[CH:22][CH:21]=3)=[C:13]([C:14]3[CH:15]=[CH:16][N:17]=[CH:18][CH:19]=3)[C:8]([C:5]3[CH:6]=[CH:7][C:2]([F:1])=[CH:3][CH:4]=3)=[C:9]2[CH:29]=[N:28]1)[CH3:34]. The catalyst class is: 11. (3) Reactant: [C@@H:1]1([N:9]2[C:18]3[N:17]=[CH:16][N:15]=[C:13]([OH:14])[C:12]=3[N:11]=[CH:10]2)[O:8][C@H:5]([CH2:6][OH:7])[C@@H:3]([OH:4])[CH2:2]1.F[P-](F)(F)(F)(F)F.[N:26]1(O[P+](N(C)C)(N(C)C)N(C)C)[C:30]2[CH:31]=[CH:32][CH:33]=[CH:34][C:29]=2[N:28]=[N:27]1.CCN(C(C)C)C(C)C. Product: [N:26]1([O:14][C:13]2[C:12]3[N:11]=[CH:10][N:9]([C:18]=3[N:17]=[CH:16][N:15]=2)[C@@H:1]2[O:8][C@H:5]([CH2:6][OH:7])[C@@H:3]([OH:4])[CH2:2]2)[C:30]2[CH:31]=[CH:32][CH:33]=[CH:34][C:29]=2[N:28]=[N:27]1. The catalyst class is: 3.